This data is from Reaction yield outcomes from USPTO patents with 853,638 reactions. The task is: Predict the reaction yield, written as a fraction of the theoretical maximum amount of product (1.0 means a 100% yield; for example, 0.34 means a 34% yield). (1) The reactants are [OH:1][C:2]1[CH:7]=[CH:6][C:5]([O:8][CH3:9])=[CH:4][C:3]=1[C:10](=[O:18])[CH2:11][C:12]1[CH:17]=[CH:16][CH:15]=[CH:14][CH:13]=1.[C:19]([O-])(=O)[CH3:20].[Na+]. The catalyst is C(OC(=O)C)(=O)C. The product is [CH3:9][O:8][C:5]1[CH:4]=[C:3]2[C:2](=[CH:7][CH:6]=1)[O:1][C:19]([CH3:20])=[C:11]([C:12]1[CH:17]=[CH:16][CH:15]=[CH:14][CH:13]=1)[C:10]2=[O:18]. The yield is 0.680. (2) The reactants are Cl.[NH2:2][C:3]1[C:8]([O:9][CH2:10][C:11](N)=[O:12])=[C:7]([Cl:14])[N:6]=[C:5](/[CH:15]=[CH:16]/[C:17]2[CH:22]=[CH:21][CH:20]=[CH:19][CH:18]=2)[N:4]=1.[CH2:23]([OH:25])[CH3:24]. No catalyst specified. The product is [NH2:2][C:3]1[C:8]([O:9][CH2:10][C:11]([O:25][CH2:23][CH3:24])=[O:12])=[C:7]([Cl:14])[N:6]=[C:5](/[CH:15]=[CH:16]/[C:17]2[CH:22]=[CH:21][CH:20]=[CH:19][CH:18]=2)[N:4]=1. The yield is 0.840. (3) The reactants are [C:1]([CH2:3][CH:4]([N:25]1[CH:29]=[C:28]([C:30]2[C:31]3[CH:38]=[CH:37][N:36]([CH2:39][O:40][CH2:41][CH2:42][Si:43]([CH3:46])([CH3:45])[CH3:44])[C:32]=3[N:33]=[CH:34][N:35]=2)[CH:27]=[N:26]1)[CH2:5][N:6]1[CH2:11][CH2:10][CH:9]([O:12][C:13]2[CH:14]=[C:15]([CH:20]=[C:21]([F:23])[CH:22]=2)[C:16](OC)=[O:17])[CH:8]([F:24])[CH2:7]1)#[N:2].[BH4-].[Li+]. The catalyst is O1CCCC1. The product is [F:24][CH:8]1[CH:9]([O:12][C:13]2[CH:14]=[C:15]([CH2:16][OH:17])[CH:20]=[C:21]([F:23])[CH:22]=2)[CH2:10][CH2:11][N:6]([CH2:5][CH:4]([N:25]2[CH:29]=[C:28]([C:30]3[C:31]4[CH:38]=[CH:37][N:36]([CH2:39][O:40][CH2:41][CH2:42][Si:43]([CH3:44])([CH3:46])[CH3:45])[C:32]=4[N:33]=[CH:34][N:35]=3)[CH:27]=[N:26]2)[CH2:3][C:1]#[N:2])[CH2:7]1. The yield is 0.300. (4) The reactants are [Cl:1][C:2]1[CH:7]=[CH:6][N:5]=[C:4]2[N:8]([CH2:14][O:15][CH2:16][CH2:17][Si:18]([CH3:21])([CH3:20])[CH3:19])[C:9](B(O)O)=[CH:10][C:3]=12.I[C:23]1[CH:24]=[N:25][CH:26]=[CH:27][CH:28]=1.[O-]P([O-])([O-])=O.[K+].[K+].[K+]. The catalyst is COCCOC.CCOC(C)=O.CC([O-])=O.CC([O-])=O.[Pd+2].C1(P(C2CCCCC2)C2C=CC=CC=2C2C(CCC)=CC(CCC)=CC=2CCC)CCCCC1. The product is [Cl:1][C:2]1[CH:7]=[CH:6][N:5]=[C:4]2[N:8]([CH2:14][O:15][CH2:16][CH2:17][Si:18]([CH3:21])([CH3:20])[CH3:19])[C:9]([C:23]3[CH:24]=[N:25][CH:26]=[CH:27][CH:28]=3)=[CH:10][C:3]=12. The yield is 0.520. (5) The reactants are [NH2:1][C:2]1[C:10]([CH3:11])=[C:9]([O:12][CH3:13])[CH:8]=[CH:7][C:3]=1[C:4]([NH2:6])=[O:5].C(N)(=O)C1C=CC=CC=1.Cl.[C:24](Cl)(=O)[C:25]1[CH:30]=[CH:29][N:28]=[CH:27][CH:26]=1. No catalyst specified. The product is [CH3:13][O:12][C:9]1[C:10]([CH3:11])=[C:2]2[C:3]([C:4]([OH:5])=[N:6][C:24]([C:25]3[CH:30]=[CH:29][N:28]=[CH:27][CH:26]=3)=[N:1]2)=[CH:7][CH:8]=1. The yield is 0.600. (6) The reactants are Br[C:2]1[CH:3]=[C:4]([C:14]([NH:16][CH2:17][C:18]2[C:19](=[O:26])[NH:20][C:21]([CH3:25])=[CH:22][C:23]=2[CH3:24])=[O:15])[C:5]2[CH:10]=[N:9][N:8]([CH:11]([CH3:13])[CH3:12])[C:6]=2[N:7]=1.[CH3:27][N:28]1[CH2:33][CH2:32][N:31]([C:34]2[CH:39]=[CH:38][C:37](B3OC(C)(C)C(C)(C)O3)=[CH:36][N:35]=2)[CH2:30][CH2:29]1.C([O-])([O-])=O.[Na+].[Na+].CCOC(C)=O. The catalyst is O1CCOCC1.O.C1C=CC([P]([Pd]([P](C2C=CC=CC=2)(C2C=CC=CC=2)C2C=CC=CC=2)([P](C2C=CC=CC=2)(C2C=CC=CC=2)C2C=CC=CC=2)[P](C2C=CC=CC=2)(C2C=CC=CC=2)C2C=CC=CC=2)(C2C=CC=CC=2)C2C=CC=CC=2)=CC=1. The product is [CH3:24][C:23]1[CH:22]=[C:21]([CH3:25])[NH:20][C:19](=[O:26])[C:18]=1[CH2:17][NH:16][C:14]([C:4]1[C:5]2[CH:10]=[N:9][N:8]([CH:11]([CH3:13])[CH3:12])[C:6]=2[N:7]=[C:2]([C:37]2[CH:36]=[N:35][C:34]([N:31]3[CH2:30][CH2:29][N:28]([CH3:27])[CH2:33][CH2:32]3)=[CH:39][CH:38]=2)[CH:3]=1)=[O:15]. The yield is 0.300.